This data is from Full USPTO retrosynthesis dataset with 1.9M reactions from patents (1976-2016). The task is: Predict the reactants needed to synthesize the given product. (1) Given the product [CH3:1][O:2][C:3]1[CH:8]=[C:7]([O:9][CH3:10])[CH:6]=[CH:5][C:4]=1[CH:11]1[CH2:12][CH2:13][NH:14][CH2:15][CH2:16]1, predict the reactants needed to synthesize it. The reactants are: [CH3:1][O:2][C:3]1[CH:8]=[C:7]([O:9][CH3:10])[CH:6]=[CH:5][C:4]=1[C:11]1[CH:16]=[CH:15][N:14]=[CH:13][CH:12]=1. (2) The reactants are: [C:1](OCC)(=O)CC(OCC)=O.[H-].[Na+].[Br:14][C:15]1[C:16](Cl)=[N:17][CH:18]=[C:19]([N+:21]([O-:23])=[O:22])[CH:20]=1. Given the product [Br:14][C:15]1[C:16]([CH3:1])=[N:17][CH:18]=[C:19]([N+:21]([O-:23])=[O:22])[CH:20]=1, predict the reactants needed to synthesize it. (3) Given the product [NH2:1][C:2]1[N:3]=[C:4]([C:17]2[CH:22]=[CH:21][CH:20]=[CH:19][CH:18]=2)[C:5]([C:9]2[CH:10]=[CH:11][C:12](=[O:16])[N:13]([CH3:15])[N:14]=2)=[N:6][C:7]=1[N:35]([CH3:36])[CH3:33], predict the reactants needed to synthesize it. The reactants are: [NH2:1][C:2]1[N:3]=[C:4]([C:17]2[CH:22]=[CH:21][CH:20]=[CH:19][CH:18]=2)[C:5]([C:9]2[CH:10]=[CH:11][C:12](=[O:16])[N:13]([CH3:15])[N:14]=2)=[N:6][C:7]=1Br.C(N)C1C=CC=CC=1.O.C[C:33]([N:35](C)[CH3:36])=O. (4) Given the product [CH3:3][C:4]1([CH2:14][O:15][CH2:18][C:17]#[CH:16])[NH:8][C:7]2([CH2:13][CH2:12][CH2:11][CH2:10][CH2:9]2)[O:6][CH2:5]1, predict the reactants needed to synthesize it. The reactants are: [H-].[Na+].[CH3:3][C:4]1([CH2:14][OH:15])[NH:8][C:7]2([CH2:13][CH2:12][CH2:11][CH2:10][CH2:9]2)[O:6][CH2:5]1.[CH2:16](Br)[C:17]#[CH:18].C(O)C. (5) Given the product [C:1]([C:10]1[CH:11]=[C:12]([N:16]2[CH2:17][CH2:18][N:19]([C:22]([C:24]3[N:25]([C:30]4[CH:31]=[CH:32][CH:33]=[CH:34][CH:35]=4)[N:26]=[C:27]([CH3:29])[CH:28]=3)=[O:23])[CH2:20][CH2:21]2)[CH:13]=[CH:14][CH:15]=1)#[N:2], predict the reactants needed to synthesize it. The reactants are: [C-:1]#[N:2].[Na+].[O-2].[Al+3].[O-2].[O-2].[Al+3].Br[C:10]1[CH:11]=[C:12]([N:16]2[CH2:21][CH2:20][N:19]([C:22]([C:24]3[N:25]([C:30]4[CH:35]=[CH:34][CH:33]=[CH:32][CH:31]=4)[N:26]=[C:27]([CH3:29])[CH:28]=3)=[O:23])[CH2:18][CH2:17]2)[CH:13]=[CH:14][CH:15]=1.C(OCC)(=O)C. (6) Given the product [N:18]1[C:17]2[C:12](=[N:13][CH:14]=[CH:15][CH:16]=2)[O:11][C:10]=1[C:6]1[CH:5]=[C:4]([NH2:1])[CH:9]=[CH:8][CH:7]=1, predict the reactants needed to synthesize it. The reactants are: [N+:1]([C:4]1[CH:5]=[C:6]([C:10]2[O:11][C:12]3[C:17]([N:18]=2)=[CH:16][CH:15]=[CH:14][N:13]=3)[CH:7]=[CH:8][CH:9]=1)([O-])=O.O.O.[SH-].[Na+]. (7) Given the product [CH3:1][O:2][CH2:3][CH2:4][O:5][C:6]1[CH:11]=[C:10]2[C:12]([NH:16][C:17]3[CH:18]=[CH:19][CH:20]=[C:21]([C:23]#[CH:24])[CH:22]=3)=[N:13][CH:14]=[N:15][C:9]2=[CH:8][C:7]=1[O:25][CH2:26][CH2:27][O:28][CH3:29].[ClH:31], predict the reactants needed to synthesize it. The reactants are: [CH3:1][O:2][CH2:3][CH2:4][O:5][C:6]1[CH:11]=[C:10]2[C:12]([NH:16][C:17]3[CH:22]=[C:21]([C:23]#[CH:24])[CH:20]=[CH:19][CH:18]=3)=[N:13][CH:14]=[N:15][C:9]2=[CH:8][C:7]=1[O:25][CH2:26][CH2:27][O:28][CH3:29].O.[ClH:31]. (8) Given the product [Cl:21][C:22]1[CH:23]=[CH:24][C:25]([CH:28]([O:34][CH3:35])[CH2:29][C:30]2[N:7]3[N:6]=[CH:5][C:4]([C:8]4[CH:13]=[CH:12][N:11]=[C:10]([NH:14][C:15]5[N:19]([CH3:20])[N:18]=[CH:17][CH:16]=5)[N:9]=4)=[CH:3][C:2]3=[N:33][N:32]=2)=[CH:26][CH:27]=1, predict the reactants needed to synthesize it. The reactants are: Cl[C:2]1[N:7]=[N:6][CH:5]=[C:4]([C:8]2[CH:13]=[CH:12][N:11]=[C:10]([NH:14][C:15]3[N:19]([CH3:20])[N:18]=[CH:17][CH:16]=3)[N:9]=2)[CH:3]=1.[Cl:21][C:22]1[CH:27]=[CH:26][C:25]([CH:28]([O:34][CH3:35])[CH2:29][C:30]([NH:32][NH2:33])=O)=[CH:24][CH:23]=1.CS(O)(=O)=O. (9) Given the product [CH3:26][O:25][C:4]1[CH:5]=[C:6]2[C:11](=[CH:2][N:3]=1)[N:10]=[CH:9][CH:8]([C:12]([C:14]1[CH:23]=[CH:22][C:21]3[C:16](=[CH:17][CH:18]=[CH:19][CH:20]=3)[CH:15]=1)=[O:13])[C:7]2=[O:24], predict the reactants needed to synthesize it. The reactants are: Cl[C:2]1[N:3]=[C:4]([O:25][CH3:26])[CH:5]=[C:6]2[C:11]=1[N:10]=[CH:9][CH:8]([C:12]([C:14]1[CH:23]=[CH:22][C:21]3[C:16](=[CH:17][CH:18]=[CH:19][CH:20]=3)[CH:15]=1)=[O:13])[C:7]2=[O:24].CCN(CC)CC.CCO.CCOC(C)=O.